This data is from Forward reaction prediction with 1.9M reactions from USPTO patents (1976-2016). The task is: Predict the product of the given reaction. (1) Given the reactants Br[C:2]1[C:7]2[NH:8][C:9]([C:11]([F:14])([F:13])[F:12])=[N:10][C:6]=2[C:5]([O:15][CH3:16])=[CH:4][CH:3]=1.C([Li])CCC.CCCCCC.[C:28]1(=[O:34])[O:33][C:31](=[O:32])[CH2:30][CH2:29]1.Cl, predict the reaction product. The product is: [CH3:16][O:15][C:5]1[C:6]2[N:10]=[C:9]([C:11]([F:14])([F:13])[F:12])[NH:8][C:7]=2[C:2]([C:28](=[O:34])[CH2:29][CH2:30][C:31]([OH:33])=[O:32])=[CH:3][CH:4]=1. (2) Given the reactants C(N=[CH:6][C:7]1[C:12]([CH2:13][CH3:14])=[CH:11][CH:10]=[CH:9][C:8]=1[CH2:15][CH3:16])CCC.[OH:17]S(O)(=O)=O, predict the reaction product. The product is: [CH2:15]([C:8]1[CH:9]=[CH:10][CH:11]=[C:12]([CH2:13][CH3:14])[C:7]=1[CH:6]=[O:17])[CH3:16]. (3) The product is: [CH:1]1([C:7]2[C:12]3[O:13][C:14]4[C:19]([I:25])=[CH:18][CH:17]=[CH:16][C:15]=4[C:11]=3[CH:10]=[CH:9][CH:8]=2)[CH2:2][CH2:3][CH2:4][CH2:5][CH2:6]1. Given the reactants [CH:1]1([C:7]2[C:12]3[O:13][C:14]4[CH:19]=[CH:18][CH:17]=[CH:16][C:15]=4[C:11]=3[CH:10]=[CH:9][CH:8]=2)[CH2:6][CH2:5][CH2:4][CH2:3][CH2:2]1.[Li]CCCC.[I:25]I, predict the reaction product. (4) Given the reactants Cl.[Cl:2][CH2:3][C:4]1[CH:5]=[N:6][CH:7]=[CH:8][CH:9]=1.[C:10]1([P:16]([C:23]2[CH:28]=[CH:27][CH:26]=[CH:25][CH:24]=2)[C:17]2[CH:22]=[CH:21][CH:20]=[CH:19][CH:18]=2)[CH:15]=[CH:14][CH:13]=[CH:12][CH:11]=1, predict the reaction product. The product is: [Cl-:2].[C:23]1([P+:16]([C:10]2[CH:11]=[CH:12][CH:13]=[CH:14][CH:15]=2)([C:17]2[CH:22]=[CH:21][CH:20]=[CH:19][CH:18]=2)[CH2:3][C:4]2[CH:5]=[N:6][CH:7]=[CH:8][CH:9]=2)[CH:24]=[CH:25][CH:26]=[CH:27][CH:28]=1. (5) Given the reactants [Cl:1][C:2]1[C:7]([Cl:8])=[CH:6][C:5]([NH2:9])=[C:4]([NH2:10])[CH:3]=1.C([O:15][C:16](=O)[CH2:17][C:18](=O)[C:19]1[CH:24]=[CH:23][CH:22]=[C:21]([C:25]2[CH:30]=[CH:29][N:28]=[C:27]([CH2:31][O:32]C3CCCCO3)[CH:26]=2)[CH:20]=1)(C)(C)C.C(O)(C(F)(F)F)=O, predict the reaction product. The product is: [Cl:1][C:2]1[C:7]([Cl:8])=[CH:6][C:5]2[NH:9][C:16](=[O:15])[CH2:17][C:18]([C:19]3[CH:24]=[CH:23][CH:22]=[C:21]([C:25]4[CH:30]=[CH:29][N:28]=[C:27]([CH2:31][OH:32])[CH:26]=4)[CH:20]=3)=[N:10][C:4]=2[CH:3]=1. (6) Given the reactants [N:1]1[CH:6]=[CH:5][C:4]([NH2:7])=[CH:3][N:2]=1.C(N(CC)CC)C.[Cl:15][CH2:16][C:17](Cl)=[O:18], predict the reaction product. The product is: [Cl:15][CH2:16][C:17]([NH:7][C:4]1[CH:5]=[CH:6][N:1]=[N:2][CH:3]=1)=[O:18]. (7) Given the reactants Cl.Cl.C(O[C:6]([C:8]1[CH:9]=[C:10]2[C:14](=[CH:15][CH:16]=1)[NH:13][N:12]=[C:11]2[C:17]1[CH:26]=[CH:25][C:24]2[C:19](=[CH:20][CH:21]=[C:22]([O:27][CH3:28])[CH:23]=2)[CH:18]=1)=[NH:7])C.[CH3:29][C@H:30]1[CH2:35][CH2:34][CH2:33][C@@H:32]([CH3:36])[N:31]1[CH2:37][C:38]([NH:40][NH2:41])=O.C(N(CC)CC)C, predict the reaction product. The product is: [CH3:29][C@H:30]1[CH2:35][CH2:34][CH2:33][C@@H:32]([CH3:36])[N:31]1[CH2:37][C:38]1[NH:40][N:41]=[C:6]([C:8]2[CH:9]=[C:10]3[C:14](=[CH:15][CH:16]=2)[NH:13][N:12]=[C:11]3[C:17]2[CH:26]=[CH:25][C:24]3[C:19](=[CH:20][CH:21]=[C:22]([O:27][CH3:28])[CH:23]=3)[CH:18]=2)[N:7]=1.